This data is from Catalyst prediction with 721,799 reactions and 888 catalyst types from USPTO. The task is: Predict which catalyst facilitates the given reaction. (1) Reactant: C1C(=O)N([Br:8])C(=O)C1.C([O:13][C:14]([C:16]1[CH:17]=[CH:18][CH:19]=[C:20]2[C:25]=1[N:24]=[C:23]([C:26]1([C:29]3[CH:34]=[CH:33][CH:32]=[CH:31][CH:30]=3)[CH2:28][CH2:27]1)[N:22]=[CH:21]2)=[CH2:15])CCC.O. Product: [Br:8][CH2:13][C:14]([C:16]1[CH:17]=[CH:18][CH:19]=[C:20]2[C:25]=1[N:24]=[C:23]([C:26]1([C:29]3[CH:34]=[CH:33][CH:32]=[CH:31][CH:30]=3)[CH2:28][CH2:27]1)[N:22]=[CH:21]2)=[O:15]. The catalyst class is: 1. (2) Reactant: C(OCC)(=O)C.C(OC([NH:17][C:18]([NH:30][CH2:31]/[CH:32]=[CH:33]/[C:34]1[CH:94]=[CH:93][C:37]([CH2:38][C:39]2[C:40]([CH3:92])=[CH:41][C:42]([O:84]CC3C=CC=CC=3)=[C:43]([C@@H:45]3[O:74][C@H:73]([CH2:75][O:76]CC4C=CC=CC=4)[C@@H:64]([O:65]CC4C=CC=CC=4)[C@H:55]([O:56]CC4C=CC=CC=4)[C@H:46]3[O:47]CC3C=CC=CC=3)[CH:44]=2)=[CH:36][CH:35]=1)=[N:19]C(OCC1C=CC=CC=1)=O)=O)C1C=CC=CC=1. Product: [NH2:19][C:18]([NH:30][CH2:31][CH2:32][CH2:33][C:34]1[CH:94]=[CH:93][C:37]([CH2:38][C:39]2[C:40]([CH3:92])=[CH:41][C:42]([OH:84])=[C:43]([C@@H:45]3[O:74][C@H:73]([CH2:75][OH:76])[C@@H:64]([OH:65])[C@H:55]([OH:56])[C@H:46]3[OH:47])[CH:44]=2)=[CH:36][CH:35]=1)=[NH:17]. The catalyst class is: 293.